This data is from Reaction yield outcomes from USPTO patents with 853,638 reactions. The task is: Predict the reaction yield, written as a fraction of the theoretical maximum amount of product (1.0 means a 100% yield; for example, 0.34 means a 34% yield). (1) The reactants are [F:1][C:2]1[CH:7]=[CH:6][C:5]([NH:8][C:9]([C:11]2([C:14]([NH:16][C:17]3[CH:22]=[CH:21][C:20]([O:23][C:24]4[C:25]5[CH:32]=[C:31]([C:33](=[O:43])[NH:34][CH2:35][CH2:36][N:37]6[CH2:42][CH2:41][O:40][CH2:39][CH2:38]6)[N:30](COCC[Si](C)(C)C)[C:26]=5[N:27]=[CH:28][N:29]=4)=[C:19]([F:52])[CH:18]=3)=[O:15])[CH2:13][CH2:12]2)=[O:10])=[CH:4][CH:3]=1.[F-].C([N+](CCCC)(CCCC)CCCC)CCC. The catalyst is C(OCC)(=O)C. The product is [F:52][C:19]1[CH:18]=[C:17]([NH:16][C:14]([C:11]2([C:9]([NH:8][C:5]3[CH:6]=[CH:7][C:2]([F:1])=[CH:3][CH:4]=3)=[O:10])[CH2:12][CH2:13]2)=[O:15])[CH:22]=[CH:21][C:20]=1[O:23][C:24]1[C:25]2[CH:32]=[C:31]([C:33]([NH:34][CH2:35][CH2:36][N:37]3[CH2:38][CH2:39][O:40][CH2:41][CH2:42]3)=[O:43])[NH:30][C:26]=2[N:27]=[CH:28][N:29]=1. The yield is 0.350. (2) The reactants are [C:1]([C:3]1[CH:8]=[CH:7][C:6]([CH2:9][CH2:10][CH2:11][CH2:12][N:13]2[CH2:20][CH:19]3[O:21][CH:15]([CH2:16][N:17](C(OC(C)(C)C)=O)[CH2:18]3)[CH2:14]2)=[CH:5][CH:4]=1)#[N:2].FC(F)(F)C(O)=O. The catalyst is ClCCl. The product is [CH:19]12[O:21][CH:15]([CH2:16][NH:17][CH2:18]1)[CH2:14][N:13]([CH2:12][CH2:11][CH2:10][CH2:9][C:6]1[CH:5]=[CH:4][C:3]([C:1]#[N:2])=[CH:8][CH:7]=1)[CH2:20]2. The yield is 1.00. (3) The reactants are [C:1]([CH2:3][C:4]([NH:6][C:7]1[CH:12]=[CH:11][C:10]([F:13])=[CH:9][CH:8]=1)=[O:5])#[N:2].N12CCN(CC1)CC2.CO/[CH:24]=[CH:25]/[C:26](=O)[CH2:27][CH3:28]. The catalyst is COCCO.Cl.C(OCC)(=O)C. The product is [CH2:27]([C:26]1[N:6]([C:7]2[CH:8]=[CH:9][C:10]([F:13])=[CH:11][CH:12]=2)[C:4](=[O:5])[C:3]([C:1]#[N:2])=[CH:24][CH:25]=1)[CH3:28]. The yield is 0.160. (4) The reactants are [C:1]([C:4]1[CH:9]=[CH:8][C:7]([C@@H:10]([N:12]2[CH2:17][CH2:16][C@:15]([CH2:24][CH2:25][CH2:26][OH:27])([C:18]3[CH:23]=[CH:22][CH:21]=[CH:20][CH:19]=3)[O:14][C:13]2=[O:28])[CH3:11])=[CH:6][CH:5]=1)(=[O:3])[CH3:2].[CH3:29][Mg]Br. The catalyst is C1COCC1. The product is [OH:3][C:1]([C:4]1[CH:5]=[CH:6][C:7]([C@@H:10]([N:12]2[CH2:17][CH2:16][C@:15]([CH2:24][CH2:25][CH2:26][OH:27])([C:18]3[CH:23]=[CH:22][CH:21]=[CH:20][CH:19]=3)[O:14][C:13]2=[O:28])[CH3:11])=[CH:8][CH:9]=1)([CH3:29])[CH3:2]. The yield is 0.130. (5) The reactants are I[C:2]1[CH:7]=[CH:6][CH:5]=[CH:4][C:3]=1[N+:8]([O-])=O.[Br:11][C:12]1[CH:17]=[CH:16][C:15]([NH:18][C:19](=O)[CH3:20])=[CH:14][CH:13]=1. No catalyst specified. The product is [Br:11][C:12]1[CH:17]=[CH:16][C:15]([N:18]2[C:2]3[CH:7]=[CH:6][CH:5]=[CH:4][C:3]=3[N:8]=[C:19]2[CH3:20])=[CH:14][CH:13]=1. The yield is 0.760.